From a dataset of Catalyst prediction with 721,799 reactions and 888 catalyst types from USPTO. Predict which catalyst facilitates the given reaction. Reactant: [Cl:1][C:2]1[CH:7]=[CH:6][C:5]([C:8]([F:11])([F:10])[F:9])=[CH:4][C:3]=1B(O)O.C(=O)([O-])[O-].[Cs+].[Cs+].Br.Br[C:23]1[CH:28]=[CH:27][N:26]=[N:25][CH:24]=1. Product: [Cl:1][C:2]1[CH:7]=[CH:6][C:5]([C:8]([F:11])([F:10])[F:9])=[CH:4][C:3]=1[C:23]1[CH:28]=[CH:27][N:26]=[N:25][CH:24]=1. The catalyst class is: 38.